From a dataset of NCI-60 drug combinations with 297,098 pairs across 59 cell lines. Regression. Given two drug SMILES strings and cell line genomic features, predict the synergy score measuring deviation from expected non-interaction effect. (1) Drug 1: C1=C(C(=O)NC(=O)N1)N(CCCl)CCCl. Drug 2: CC1=C(C(CCC1)(C)C)C=CC(=CC=CC(=CC(=O)O)C)C. Cell line: HOP-62. Synergy scores: CSS=8.91, Synergy_ZIP=0.0807, Synergy_Bliss=-1.37, Synergy_Loewe=-5.87, Synergy_HSA=-3.98. (2) Drug 1: CC1C(C(CC(O1)OC2CC(CC3=C2C(=C4C(=C3O)C(=O)C5=C(C4=O)C(=CC=C5)OC)O)(C(=O)C)O)N)O.Cl. Drug 2: CC=C1C(=O)NC(C(=O)OC2CC(=O)NC(C(=O)NC(CSSCCC=C2)C(=O)N1)C(C)C)C(C)C. Cell line: SK-OV-3. Synergy scores: CSS=37.4, Synergy_ZIP=-0.225, Synergy_Bliss=3.78, Synergy_Loewe=-29.3, Synergy_HSA=4.52. (3) Cell line: TK-10. Drug 2: C1CCC(C(C1)N)N.C(=O)(C(=O)[O-])[O-].[Pt+4]. Drug 1: C1=CC(=CC=C1C#N)C(C2=CC=C(C=C2)C#N)N3C=NC=N3. Synergy scores: CSS=23.6, Synergy_ZIP=-2.92, Synergy_Bliss=0.982, Synergy_Loewe=0.458, Synergy_HSA=-0.580. (4) Drug 1: CCN(CC)CCNC(=O)C1=C(NC(=C1C)C=C2C3=C(C=CC(=C3)F)NC2=O)C. Drug 2: CCC1(C2=C(COC1=O)C(=O)N3CC4=CC5=C(C=CC(=C5CN(C)C)O)N=C4C3=C2)O.Cl. Cell line: A549. Synergy scores: CSS=15.4, Synergy_ZIP=-3.05, Synergy_Bliss=0.753, Synergy_Loewe=-25.5, Synergy_HSA=1.59.